Regression. Given a target protein amino acid sequence and a drug SMILES string, predict the binding affinity score between them. We predict pIC50 (pIC50 = -log10(IC50 in M); higher means more potent). Dataset: bindingdb_ic50. From a dataset of Drug-target binding data from BindingDB using IC50 measurements. (1) The compound is CCn1c(=S)n(C)s/c1=N\c1cccnc1. The target is XTSFAESXKPVQQPSAFGS. The pIC50 is 5.0. (2) The compound is CCOC(=O)Nc1cc(NCCN(CC)CC)c2nc(-c3cccs3)c(-c3cccs3)nc2n1. The target protein (P9WN95) has sequence MTPPHNYLAVIKVVGIGGGGVNAVNRMIEQGLKGVEFIAINTDAQALLMSDADVKLDVGRDSTRGLGAGADPEVGRKAAEDAKDEIEELLRGADMVFVTAGEGGGTGTGGAPVVASIARKLGALTVGVVTRPFSFEGKRRSNQAENGIAALRESCDTLIVIPNDRLLQMGDAAVSLMDAFRSADEVLLNGVQGITDLITTPGLINVDFADVKGIMSGAGTALMGIGSARGEGRSLKAAEIAINSPLLEASMEGAQGVLMSIAGGSDLGLFEINEAASLVQDAAHPDANIIFGTVIDDSLGDEVRVTVIAAGFDVSGPGRKPVMGETGGAHRIESAKAGKLTSTLFEPVDAVSVPLHTNGATLSIGGDDDDVDVPPFMRR. The pIC50 is 4.7.